This data is from Reaction yield outcomes from USPTO patents with 853,638 reactions. The task is: Predict the reaction yield, written as a fraction of the theoretical maximum amount of product (1.0 means a 100% yield; for example, 0.34 means a 34% yield). (1) The reactants are [C:1]1([C:7]([NH:10][C:11]2[O:12][C:13]([C:16]3[CH:17]=[C:18]4[C:22](=[CH:23][CH:24]=3)[N:21]([S:25]([C:28]3[CH:34]=[CH:33][C:31]([CH3:32])=[CH:30][CH:29]=3)(=[O:27])=[O:26])[CH:20]=[C:19]4B3OC(C)(C)C(C)(C)O3)=[N:14][N:15]=2)([CH3:9])[CH3:8])[CH:6]=[CH:5][CH:4]=[CH:3][CH:2]=1.Br[C:45]1[N:50]=[CH:49][CH:48]=[CH:47][N:46]=1.P([O-])([O-])([O-])=O.[K+].[K+].[K+].C1(P(C2CCCCC2)C2C=CC=CC=2C2C(C(C)C)=CC(C(C)C)=CC=2C(C)C)CCCCC1. The catalyst is C1C=CC(/C=C/C(/C=C/C2C=CC=CC=2)=O)=CC=1.C1C=CC(/C=C/C(/C=C/C2C=CC=CC=2)=O)=CC=1.C1C=CC(/C=C/C(/C=C/C2C=CC=CC=2)=O)=CC=1.[Pd].[Pd]. The product is [C:1]1([C:7]([NH:10][C:11]2[O:12][C:13]([C:16]3[CH:17]=[C:18]4[C:22](=[CH:23][CH:24]=3)[N:21]([S:25]([C:28]3[CH:34]=[CH:33][C:31]([CH3:32])=[CH:30][CH:29]=3)(=[O:26])=[O:27])[CH:20]=[C:19]4[C:45]3[N:50]=[CH:49][CH:48]=[CH:47][N:46]=3)=[N:14][N:15]=2)([CH3:8])[CH3:9])[CH:2]=[CH:3][CH:4]=[CH:5][CH:6]=1. The yield is 0.427. (2) The reactants are C(OC([N:8]1[CH2:13][CH2:12][N:11]([C:14]2[CH:19]=[CH:18][C:17]([O:20][CH3:21])=[C:16]([O:22][CH:23]3[CH2:27][CH2:26][CH2:25][CH2:24]3)[CH:15]=2)[CH2:10][C@@H:9]1[CH2:28][C:29]1[CH:34]=[CH:33][CH:32]=[CH:31][C:30]=1[CH3:35])=O)(C)(C)C.Cl. The catalyst is O1CCOCC1. The product is [CH:23]1([O:22][C:16]2[CH:15]=[C:14]([N:11]3[CH2:12][CH2:13][NH:8][C@@H:9]([CH2:28][C:29]4[CH:34]=[CH:33][CH:32]=[CH:31][C:30]=4[CH3:35])[CH2:10]3)[CH:19]=[CH:18][C:17]=2[O:20][CH3:21])[CH2:24][CH2:25][CH2:26][CH2:27]1. The yield is 0.750. (3) The reactants are CO[CH2:3][N:4]([CH2:10][C:11]1[CH:16]=[CH:15][CH:14]=[CH:13][CH:12]=1)[CH2:5][Si](C)(C)C.[O:17]=[C:18]([CH3:29])/[CH:19]=[CH:20]/[C:21]1[CH:28]=[CH:27][C:24]([C:25]#[N:26])=[CH:23][CH:22]=1.FC(F)(F)C(O)=O. The catalyst is C(Cl)Cl. The product is [C:18]([CH:19]1[CH2:3][N:4]([CH2:10][C:11]2[CH:12]=[CH:13][CH:14]=[CH:15][CH:16]=2)[CH2:5][CH:20]1[C:21]1[CH:22]=[CH:23][C:24]([C:25]#[N:26])=[CH:27][CH:28]=1)(=[O:17])[CH3:29]. The yield is 0.330. (4) The reactants are C(Cl)(=O)C(Cl)=O.[CH3:7][C:8]1[C:20]([CH3:21])=[CH:19][CH:18]=[CH:17][C:9]=1[O:10][C:11]([CH3:16])([CH3:15])[C:12]([OH:14])=O.[Cl-].[Al+3].[Cl-].[Cl-]. The catalyst is CN(C=O)C.C1COCC1. The product is [CH3:15][C:11]1([CH3:16])[C:12](=[O:14])[C:17]2[CH:18]=[CH:19][C:20]([CH3:21])=[C:8]([CH3:7])[C:9]=2[O:10]1. The yield is 0.750. (5) The reactants are [CH3:1][C:2]1([CH3:13])[CH2:12][C:5]2[S:6][C:7]([C:9]([OH:11])=O)=[CH:8][C:4]=2[CH2:3]1.[CH3:14][C:15]([NH2:18])([CH3:17])[CH3:16].C(N(CC)CC)C. The catalyst is O=S(Cl)Cl.ClCCl. The product is [C:15]([NH:18][C:9]([C:7]1[S:6][C:5]2[CH2:12][C:2]([CH3:1])([CH3:13])[CH2:3][C:4]=2[CH:8]=1)=[O:11])([CH3:17])([CH3:16])[CH3:14]. The yield is 0.970.